Dataset: Full USPTO retrosynthesis dataset with 1.9M reactions from patents (1976-2016). Task: Predict the reactants needed to synthesize the given product. (1) The reactants are: Cl[S:2]([OH:5])(=O)=[O:3].[C:6]1([N:12]2[C:19]([C:20]3[CH:25]=[CH:24][CH:23]=[CH:22][CH:21]=3)=[CH:18][C:16](=[O:17])[NH:15][C:13]2=[O:14])[CH:11]=[CH:10][CH:9]=[CH:8][CH:7]=1.[NH3:26]. Given the product [O:14]=[C:13]1[N:12]([C:6]2[CH:11]=[CH:10][CH:9]=[CH:8][CH:7]=2)[C:19]([C:20]2[CH:21]=[CH:22][C:23]([S:2]([NH2:26])(=[O:5])=[O:3])=[CH:24][CH:25]=2)=[CH:18][C:16](=[O:17])[NH:15]1, predict the reactants needed to synthesize it. (2) Given the product [N:47]1([C:45]2[N:46]=[C:41]([C:37]3[CH:36]=[C:35]([OH:34])[CH:40]=[CH:39][CH:38]=3)[C:42]3[CH2:55][CH2:54][N:53]([C:56]4[CH:61]=[CH:60][CH:59]=[CH:58][C:57]=4[CH3:62])[C:43]=3[N:44]=2)[CH2:52][CH2:51][O:50][CH2:49][CH2:48]1, predict the reactants needed to synthesize it. The reactants are: ClC1C(CCCl)=C(C2C=CC=C(OC)C=2)N=C(N2CCOCC2)N=1.CC1C=CC=CC=1N.C[O:34][C:35]1[CH:36]=[C:37]([C:41]2[C:42]3[CH2:55][CH2:54][N:53]([C:56]4[CH:61]=[CH:60][CH:59]=[CH:58][C:57]=4[CH3:62])[C:43]=3[N:44]=[C:45]([N:47]3[CH2:52][CH2:51][O:50][CH2:49][CH2:48]3)[N:46]=2)[CH:38]=[CH:39][CH:40]=1.